Dataset: Full USPTO retrosynthesis dataset with 1.9M reactions from patents (1976-2016). Task: Predict the reactants needed to synthesize the given product. (1) Given the product [Cl:1][C:2]1[CH:3]=[CH:4][C:5]2[N:11]3[C:12]([CH:15]([CH3:16])[CH3:17])=[N:13][N:14]=[C:10]3[CH:9]([CH2:18][C:19]3[S:20][C:21]([CH2:24][CH2:25][C:26]([OH:28])=[O:27])=[CH:22][N:23]=3)[CH2:8][CH:7]([C:30]3[CH:35]=[CH:34][CH:33]=[C:32]([O:36][CH3:37])[C:31]=3[O:38][CH3:39])[C:6]=2[CH:40]=1, predict the reactants needed to synthesize it. The reactants are: [Cl:1][C:2]1[CH:3]=[CH:4][C:5]2[N:11]3[C:12]([CH:15]([CH3:17])[CH3:16])=[N:13][N:14]=[C:10]3[CH:9]([CH2:18][C:19]3[S:20][C:21]([CH2:24][CH2:25][C:26]([O:28]C)=[O:27])=[CH:22][N:23]=3)[CH2:8][CH:7]([C:30]3[CH:35]=[CH:34][CH:33]=[C:32]([O:36][CH3:37])[C:31]=3[O:38][CH3:39])[C:6]=2[CH:40]=1.C(=O)([O-])[O-].[K+].[K+].Cl. (2) Given the product [CH3:10][C:6]1([CH3:9])[O:5][C@H:4]([C:3]([Cl:11])=[N:2][O:1][S:13]([CH3:12])(=[O:15])=[O:14])[CH2:8][O:7]1, predict the reactants needed to synthesize it. The reactants are: [OH:1][N:2]=[C:3]([Cl:11])[C@@H:4]1[CH2:8][O:7][C:6]([CH3:10])([CH3:9])[O:5]1.[CH3:12][S:13](Cl)(=[O:15])=[O:14].C(N(CC)C(C)C)(C)C. (3) The reactants are: [I:1][C:2]1[NH:6][C:5]([C:7]([OH:9])=O)=[N:4][C:3]=1[CH3:10].[CH3:11][N:12](C(ON1N=NC2C=CC=CC1=2)=[N+](C)C)[CH3:13].F[P-](F)(F)(F)(F)F.Cl.CNC.C(N(CC)CC)C. Given the product [I:1][C:2]1[NH:6][C:5]([C:7]([N:12]([CH3:13])[CH3:11])=[O:9])=[N:4][C:3]=1[CH3:10], predict the reactants needed to synthesize it.